Dataset: Full USPTO retrosynthesis dataset with 1.9M reactions from patents (1976-2016). Task: Predict the reactants needed to synthesize the given product. (1) Given the product [Cl:29][C:30]1[CH:35]=[CH:34][C:33]([C:36]2([CH2:42][NH:43][C:44](=[O:46])[CH3:45])[CH2:37][CH2:38][N:39]([C:2]3[C:3]4[N:4]([N:8]=[C:9]([NH:11][C:12]5[CH:28]=[CH:27][C:15]([C:16]([N:18]([CH3:26])[CH:19]6[CH2:24][CH2:23][N:22]([CH3:25])[CH2:21][CH2:20]6)=[O:17])=[CH:14][CH:13]=5)[N:10]=4)[CH:5]=[CH:6][CH:7]=3)[CH2:40][CH2:41]2)=[CH:32][CH:31]=1, predict the reactants needed to synthesize it. The reactants are: Br[C:2]1[C:3]2[N:4]([N:8]=[C:9]([NH:11][C:12]3[CH:28]=[CH:27][C:15]([C:16]([N:18]([CH3:26])[CH:19]4[CH2:24][CH2:23][N:22]([CH3:25])[CH2:21][CH2:20]4)=[O:17])=[CH:14][CH:13]=3)[N:10]=2)[CH:5]=[CH:6][CH:7]=1.[Cl:29][C:30]1[CH:35]=[CH:34][C:33]([C:36]2([CH2:42][NH:43][C:44](=[O:46])[CH3:45])[CH2:41][CH2:40][NH:39][CH2:38][CH2:37]2)=[CH:32][CH:31]=1. (2) Given the product [NH2:68][C:38](=[N:37][O:23][C:22](=[O:24])[C@@H:17]([NH:16][C:14]([O:13][C:9]([CH3:11])([CH3:10])[CH3:12])=[O:15])[CH2:18][CH:19]([CH3:20])[CH3:21])[C:39]1[CH:67]=[CH:66][C:42]([O:43][CH2:44][CH2:45][CH2:46][CH:47]2[CH2:52][CH2:51][N:50]([CH2:53][CH2:54][CH2:55][O:56][C:57]3[CH:58]=[CH:59][C:60]([C:61]([NH2:63])=[O:62])=[CH:64][CH:65]=3)[CH2:49][CH2:48]2)=[CH:41][CH:40]=1, predict the reactants needed to synthesize it. The reactants are: CN1CCCC1=O.O.[C:9]([O:13][C:14]([NH:16][C@H:17]([C:22]([OH:24])=[O:23])[CH2:18][CH:19]([CH3:21])[CH3:20])=[O:15])([CH3:12])([CH3:11])[CH3:10].C(N1C=CN=C1)(N1C=CN=C1)=O.[NH2:37][C:38](=[N:68]O)[C:39]1[CH:67]=[CH:66][C:42]([O:43][CH2:44][CH2:45][CH2:46][CH:47]2[CH2:52][CH2:51][N:50]([CH2:53][CH2:54][CH2:55][O:56][C:57]3[CH:65]=[CH:64][C:60]([C:61]([NH2:63])=[O:62])=[CH:59][CH:58]=3)[CH2:49][CH2:48]2)=[CH:41][CH:40]=1. (3) The reactants are: [F:1][C:2]([F:26])([F:25])[C:3]1[N:8]2[N:9]=[CH:10][C:11]([C:12](O)=O)=[C:7]2[N:6]=[C:5]([C:15]2[CH:20]=[CH:19][C:18]([C:21]([F:24])([F:23])[F:22])=[CH:17][CH:16]=2)[CH:4]=1.[OH:27][NH:28][C:29](=[NH:40])[C:30]1[CH:35]=[CH:34][CH:33]=[C:32]([S:36](=[O:39])(=[O:38])[NH2:37])[CH:31]=1. Given the product [F:26][C:2]([F:1])([F:25])[C:3]1[N:8]2[N:9]=[CH:10][C:11]([C:12]3[O:27][N:28]=[C:29]([C:30]4[CH:31]=[C:32]([S:36]([NH2:37])(=[O:38])=[O:39])[CH:33]=[CH:34][CH:35]=4)[N:40]=3)=[C:7]2[N:6]=[C:5]([C:15]2[CH:16]=[CH:17][C:18]([C:21]([F:24])([F:23])[F:22])=[CH:19][CH:20]=2)[CH:4]=1, predict the reactants needed to synthesize it. (4) Given the product [CH3:23][N:17]1[CH2:16][C:15]2[C:19](=[CH:20][CH:21]=[C:13]([C:11]3[S:12][C:8]([C:4]4[CH:3]=[C:2]([NH:1][S:33]([C:30]5[CH:29]=[CH:28][C:27]([N+:24]([O-:26])=[O:25])=[CH:32][CH:31]=5)(=[O:34])=[O:35])[CH:7]=[N:6][CH:5]=4)=[CH:9][CH:10]=3)[CH:14]=2)[C:18]1=[O:22], predict the reactants needed to synthesize it. The reactants are: [NH2:1][C:2]1[CH:3]=[C:4]([C:8]2[S:12][C:11]([C:13]3[CH:14]=[C:15]4[C:19](=[CH:20][CH:21]=3)[C:18](=[O:22])[N:17]([CH3:23])[CH2:16]4)=[CH:10][CH:9]=2)[CH:5]=[N:6][CH:7]=1.[N+:24]([C:27]1[CH:32]=[CH:31][C:30]([S:33](Cl)(=[O:35])=[O:34])=[CH:29][CH:28]=1)([O-:26])=[O:25]. (5) The reactants are: [Cl:1][C:2]1[CH:7]=[CH:6][C:5]([C:8]2[N:9]([CH2:14][C@H:15]([OH:20])[C:16]([F:19])([F:18])[F:17])[C:10](=[O:13])[NH:11][N:12]=2)=[CH:4][CH:3]=1.C(=O)([O-])[O-].[Cs+].[Cs+].Cl.[Br:28][C:29]1[CH:30]=[N:31][CH:32]=[C:33]([CH2:35]Cl)[CH:34]=1.O. Given the product [Br:28][C:29]1[CH:34]=[C:33]([CH2:35][N:11]2[C:10](=[O:13])[N:9]([CH2:14][C@H:15]([OH:20])[C:16]([F:18])([F:19])[F:17])[C:8]([C:5]3[CH:6]=[CH:7][C:2]([Cl:1])=[CH:3][CH:4]=3)=[N:12]2)[CH:32]=[N:31][CH:30]=1, predict the reactants needed to synthesize it. (6) The reactants are: [C:1]([O:5][C:6]([N:8]([CH2:16][CH2:17][CH2:18][CH2:19][CH2:20][CH2:21]/[CH:22]=[CH:23]/[C:24]1[CH:29]=[CH:28][C:27]([O:30]CC2C=CC=CC=2)=[C:26]([C@@H:38]([C:48]2[CH:53]=[CH:52][CH:51]=[CH:50][CH:49]=2)[CH2:39][CH2:40][N:41]([CH:45]([CH3:47])[CH3:46])[CH:42]([CH3:44])[CH3:43])[CH:25]=1)[C:9]([O:11][C:12]([CH3:15])([CH3:14])[CH3:13])=[O:10])=[O:7])([CH3:4])([CH3:3])[CH3:2].C([O-])=O.[NH4+]. Given the product [CH:45]([N:41]([CH:42]([CH3:44])[CH3:43])[CH2:40][CH2:39][C@@H:38]([C:26]1[CH:25]=[C:24]([CH2:23][CH2:22][CH2:21][CH2:20][CH2:19][CH2:18][CH2:17][CH2:16][N:8]([C:6]([O:5][C:1]([CH3:2])([CH3:4])[CH3:3])=[O:7])[C:9]([O:11][C:12]([CH3:13])([CH3:15])[CH3:14])=[O:10])[CH:29]=[CH:28][C:27]=1[OH:30])[C:48]1[CH:49]=[CH:50][CH:51]=[CH:52][CH:53]=1)([CH3:47])[CH3:46], predict the reactants needed to synthesize it. (7) Given the product [NH2:1][N:2]1[CH:6]=[CH:5][CH:4]=[C:3]1[C:7]([NH2:8])=[O:9], predict the reactants needed to synthesize it. The reactants are: [NH2:1][N:2]1[CH:6]=[CH:5][CH:4]=[C:3]1[C:7]#[N:8].[OH-:9].[K+].OO.